From a dataset of Catalyst prediction with 721,799 reactions and 888 catalyst types from USPTO. Predict which catalyst facilitates the given reaction. (1) Reactant: Br[C:2]1[CH:3]=[CH:4][C:5]([N+:14]([O-:16])=[O:15])=[C:6]2[C:11]=1[NH:10][CH:9]=[C:8]([CH3:12])[C:7]2=[O:13].CC1(C)C(C)(C)OB([C:25]2[CH2:30][CH2:29][CH:28]([C:31]([O:33][CH2:34][CH3:35])=[O:32])[CH2:27][CH:26]=2)O1.C([O-])([O-])=O.[Na+].[Na+]. Product: [CH3:12][C:8]1[C:7](=[O:13])[C:6]2[C:11](=[C:2]([C:25]3[CH2:30][CH2:29][CH:28]([C:31]([O:33][CH2:34][CH3:35])=[O:32])[CH2:27][CH:26]=3)[CH:3]=[CH:4][C:5]=2[N+:14]([O-:16])=[O:15])[NH:10][CH:9]=1. The catalyst class is: 70. (2) Reactant: [N:1]([CH2:4][CH2:5][CH2:6][OH:7])=[N+:2]=[N-:3].C(N(CC)CC)C.[CH2:15]([S:27][C:28]([S:30][C:31]([CH3:36])([CH3:35])[C:32](Cl)=[O:33])=[S:29])[CH2:16][CH2:17][CH2:18][CH2:19][CH2:20][CH2:21][CH2:22][CH2:23][CH2:24][CH2:25][CH3:26]. Product: [N:1]([CH2:4][CH2:5][CH2:6][O:7][C:32](=[O:33])[C:31]([S:30][C:28]([S:27][CH2:15][CH2:16][CH2:17][CH2:18][CH2:19][CH2:20][CH2:21][CH2:22][CH2:23][CH2:24][CH2:25][CH3:26])=[S:29])([CH3:36])[CH3:35])=[N+:2]=[N-:3]. The catalyst class is: 2. (3) Reactant: C([Li])CCC.[Si:6]([O:13][CH2:14][CH:15]([C:17]1[CH:18]=[CH:19][C:20]([F:23])=[N:21][CH:22]=1)[CH3:16])([C:9]([CH3:12])([CH3:11])[CH3:10])([CH3:8])[CH3:7].[B:24](OC(C)C)([O:29]C(C)C)[O:25]C(C)C. Product: [Si:6]([O:13][CH2:14][CH:15]([C:17]1[CH:18]=[C:19]([B:24]([OH:29])[OH:25])[C:20]([F:23])=[N:21][CH:22]=1)[CH3:16])([C:9]([CH3:12])([CH3:10])[CH3:11])([CH3:8])[CH3:7]. The catalyst class is: 1.